This data is from Forward reaction prediction with 1.9M reactions from USPTO patents (1976-2016). The task is: Predict the product of the given reaction. (1) Given the reactants [OH-].[K+].C([O:5][C:6]([C:8]1[C:12]([CH3:13])=[C:11]([CH:14]=[O:15])[NH:10][CH:9]=1)=[O:7])C, predict the reaction product. The product is: [CH:14]([C:11]1[NH:10][CH:9]=[C:8]([C:6]([OH:7])=[O:5])[C:12]=1[CH3:13])=[O:15]. (2) Given the reactants [CH3:1][C:2]1[CH:7]=[CH:6][C:5]([C:8]2[CH:13]=[CH:12][C:11]([CH2:14][NH2:15])=[CH:10][CH:9]=2)=[CH:4][CH:3]=1.[F:16][C:17]([F:44])([F:43])[C:18]1[CH:23]=[CH:22][C:21]([C:24]2[C:25]([C:30]([NH:32][C:33]3[CH:34]=[C:35]([C:40](O)=[O:41])[N:36]([CH2:38][CH3:39])[CH:37]=3)=[O:31])=[CH:26][CH:27]=[CH:28][CH:29]=2)=[CH:20][CH:19]=1.CN(C(ON1N=NC2C=CC=CC1=2)=[N+](C)C)C.[B-](F)(F)(F)F.C(N(C(C)C)C(C)C)C, predict the reaction product. The product is: [CH3:1][C:2]1[CH:3]=[CH:4][C:5]([C:8]2[CH:13]=[CH:12][C:11]([CH2:14][NH:15][C:40]([C:35]3[N:36]([CH2:38][CH3:39])[CH:37]=[C:33]([NH:32][C:30]([C:25]4[C:24]([C:21]5[CH:20]=[CH:19][C:18]([C:17]([F:44])([F:16])[F:43])=[CH:23][CH:22]=5)=[CH:29][CH:28]=[CH:27][CH:26]=4)=[O:31])[CH:34]=3)=[O:41])=[CH:10][CH:9]=2)=[CH:6][CH:7]=1. (3) Given the reactants C(O)(C(F)(F)F)=[O:2].O1C[CH:10]([N:12]2[CH2:17][CH2:16][N:15]([C:18]3[CH:23]=[CH:22][C:21]([C:24]4[CH:25]=[C:26]([O:33][C@@H:34]([C@H:36]5[CH2:40][NH:39][C:38](=[O:41])[CH2:37]5)[CH3:35])[C:27]5[S:31][CH:30]=[N:29][C:28]=5[CH:32]=4)=[CH:20][CH:19]=3)[CH2:14][CH2:13]2)[CH2:9]1.CCN(CC)CC.C(OC(=O)C)(=O)C, predict the reaction product. The product is: [C:10]([N:12]1[CH2:13][CH2:14][N:15]([C:18]2[CH:23]=[CH:22][C:21]([C:24]3[CH:25]=[C:26]([O:33][C@@H:34]([C@H:36]4[CH2:40][NH:39][C:38](=[O:41])[CH2:37]4)[CH3:35])[C:27]4[S:31][CH:30]=[N:29][C:28]=4[CH:32]=3)=[CH:20][CH:19]=2)[CH2:16][CH2:17]1)(=[O:2])[CH3:9]. (4) Given the reactants [S:1]1[C:5]2[CH:6]=[CH:7][CH:8]=[CH:9][C:4]=2[N:3]=[C:2]1[O:10][C:11]1[CH:12]=[C:13]2[C:17](=[CH:18][CH:19]=1)[NH:16][CH:15]=[C:14]2[CH2:20][CH2:21]OS(C)(=O)=O.[NH:27]1[CH2:32][CH2:31][CH2:30][CH2:29][CH2:28]1, predict the reaction product. The product is: [N:27]1([CH2:21][CH2:20][C:14]2[C:13]3[C:17](=[CH:18][CH:19]=[C:11]([O:10][C:2]4[S:1][C:5]5[CH:6]=[CH:7][CH:8]=[CH:9][C:4]=5[N:3]=4)[CH:12]=3)[NH:16][CH:15]=2)[CH2:32][CH2:31][CH2:30][CH2:29][CH2:28]1. (5) The product is: [C:18]([C:22]1[CH:27]=[CH:26][C:25]([S:28]([NH:8][C:5]2[CH:6]=[CH:7][C:2]([Cl:1])=[CH:3][C:4]=2[C:9]([F:17])([F:16])[C:10]2[CH:15]=[CH:14][N:13]=[CH:12][CH:11]=2)(=[O:30])=[O:29])=[CH:24][CH:23]=1)([CH3:21])([CH3:19])[CH3:20]. Given the reactants [Cl:1][C:2]1[CH:7]=[CH:6][C:5]([NH2:8])=[C:4]([C:9]([F:17])([F:16])[C:10]2[CH:15]=[CH:14][N:13]=[CH:12][CH:11]=2)[CH:3]=1.[C:18]([C:22]1[CH:27]=[CH:26][C:25]([S:28](Cl)(=[O:30])=[O:29])=[CH:24][CH:23]=1)([CH3:21])([CH3:20])[CH3:19], predict the reaction product. (6) The product is: [Cl:9][C:10]1[CH:15]=[CH:14][CH:13]=[C:12]([F:16])[C:11]=1[O:6][CH3:3]. Given the reactants CI.[C:3](=[O:6])([O-])[O-].[K+].[K+].[Cl:9][C:10]1[CH:15]=[CH:14][CH:13]=[C:12]([F:16])[C:11]=1O, predict the reaction product.